Dataset: Reaction yield outcomes from USPTO patents with 853,638 reactions. Task: Predict the reaction yield, written as a fraction of the theoretical maximum amount of product (1.0 means a 100% yield; for example, 0.34 means a 34% yield). The reactants are [CH3:1][N:2]1[C:7]2[N:8]=[C:9](S(C)(=O)=O)[N:10]=[CH:11][C:6]=2[CH:5]=[CH:4][C:3]1=[O:16].[CH2:17]([NH2:19])[CH3:18]. No catalyst specified. The product is [CH2:17]([NH:19][C:9]1[N:10]=[CH:11][C:6]2[CH:5]=[CH:4][C:3](=[O:16])[N:2]([CH3:1])[C:7]=2[N:8]=1)[CH3:18]. The yield is 0.820.